Task: Predict which catalyst facilitates the given reaction.. Dataset: Catalyst prediction with 721,799 reactions and 888 catalyst types from USPTO Reactant: [Br:1][C:2]1[C:3]([O:13][CH2:14][CH2:15][CH2:16][CH:17]=O)=[N:4][C:5]2[NH:6][C:7](=[O:12])[CH2:8][CH2:9][C:10]=2[CH:11]=1.Cl.[C:20]1([N:30]2[CH2:35][CH2:34][NH:33][CH2:32][CH2:31]2)[C:29]2[C:24](=[CH:25][CH:26]=[CH:27][CH:28]=2)[CH:23]=[CH:22][CH:21]=1.CCN(CC)CC.[BH-](OC(C)=O)(OC(C)=O)OC(C)=O.[Na+]. Product: [Br:1][C:2]1[CH:11]=[C:10]2[C:5](=[N:4][C:3]=1[O:13][CH2:14][CH2:15][CH2:16][CH2:17][N:33]1[CH2:32][CH2:31][N:30]([C:20]3[C:29]4[C:24](=[CH:25][CH:26]=[CH:27][CH:28]=4)[CH:23]=[CH:22][CH:21]=3)[CH2:35][CH2:34]1)[NH:6][C:7](=[O:12])[CH2:8][CH2:9]2. The catalyst class is: 26.